This data is from Retrosynthesis with 50K atom-mapped reactions and 10 reaction types from USPTO. The task is: Predict the reactants needed to synthesize the given product. Given the product COc1ccc(-c2nc(C3(CO)CCN(C(=O)N(C)O)CC3)oc2-c2ccc(OC)cc2)cc1, predict the reactants needed to synthesize it. The reactants are: COc1ccc(-c2nc(C3(COC(C)=O)CCN(C(=O)N(C)O)CC3)oc2-c2ccc(OC)cc2)cc1.